This data is from Experimentally validated miRNA-target interactions with 360,000+ pairs, plus equal number of negative samples. The task is: Binary Classification. Given a miRNA mature sequence and a target amino acid sequence, predict their likelihood of interaction. (1) The miRNA is hsa-miR-208a-5p with sequence GAGCUUUUGGCCCGGGUUAUAC. The protein sequence of the target gene is MAPLAEVGGFLGGLEGLGQQVGSHFLLPPAGERPPLLGERRSAAERSARGGPGAAQLAHLHGILRRRQLYCRTGFHLQILPDGSVQGTRQDHSLFGILEFISVAVGLVSIRGVDSGLYLGMNDKGELYGSEKLTSECIFREQFEENWYNTYSSNIYKHGDTGRRYFVALNKDGTPRDGARSKRHQKFTHFLPRPVDPERVPELYKDLLMYT. Result: 0 (no interaction). (2) The miRNA is hsa-miR-7850-5p with sequence GUUUGGACAUAGUGUGGCUGG. The protein sequence of the target gene is MLSALARPAGAALRRSFSTSAQNNAKVAVLGASGGIGQPLSLLLKNSPLVSRLTLYDIAHTPGVAADLSHIETRANVKGYLGPEQLPDCLKGCDVVVIPAGVPRKPGMTRDDLFNTNATIVATLTAACAQHCPEAMVCIIANPVNSTIPITAEVFKKHGVYNPNKIFGVTTLDIVRANTFVAELKGLDPARVNVPVIGGHAGKTIIPLISQCTPKVDFPQDQLATLTGRIQEAGTEVVKAKAGAGSATLSMAYAGARFVFSLVDAMNGKEGVVECSFVQSKETECTYFSTPLLLGKKGLE.... Result: 0 (no interaction). (3) The protein sequence of the target gene is MWKASAGHAVSIAQDDAGADDWETDPDFVNDVSEKEQRWGAKTVQGSGHQEHINIHKLRENVFQEHQTLKEKELETGPKASHGYGGKFGVEQDRMDKSAVGHEYQSKLSKHCSQVDSVRGFGGKFGVQMDRVDQSAVGFEYQGKTEKHASQKDYSSGFGGKYGVQADRVDKSAVGFDYQGKTEKHESQRDYSKGFGGKYGIDKDKVDKSAVGFEYQGKTEKHESQKDYVKGFGGKFGVQTDRQDKCALGWDHQEKLQLHESQKDYKTGFGGKFGVQSERQDSAAVGFDYKEKLAKHESQQ.... The miRNA is hsa-miR-548x-3p with sequence UAAAAACUGCAAUUACUUUC. Result: 0 (no interaction). (4) The miRNA is hsa-miR-92a-2-5p with sequence GGGUGGGGAUUUGUUGCAUUAC. The protein sequence of the target gene is MKVTVGPDPSLVYRPDVDPEVAKDKASFRNYTSGPLLDRVFTTYKLMHTHQTVDFVRSKHAQFGGFSYKKMTVMEAVDLLDGLVDESDPDVDFPNSFHAFQTAEGIRKAHPDKDWFHLVGLLHDLGKVLALFGEPQWAVVGDTFPVGCRPQASVVFCDSTFQDNPDLQDPRYSTELGMYQPHCGLDRVLMSWGHDEYMYQVMKFNKFSLPPEAFYMIRFHSFYPWHTGRDYQQLCSQQDLAMLPWVREFNKFDLYTKCPDLPDVDKLRPYYQGLIDKYCPGILSW. Result: 1 (interaction). (5) The miRNA is hsa-miR-148b-3p with sequence UCAGUGCAUCACAGAACUUUGU. The protein sequence of the target gene is MEQDTAAVAATVAAADATATIVVIEDEQPGPSTSQEEGAAAAATEATAATEKGEKKKEKNVSSFQLKLAAKAPKSEKEMDPEYEEKMKADRAKRFEFLLKQTELFAHFIQPSAQKSPTSPLNMKLGRPRIKKDEKQSLISAGDYRHRRTEQEEDEELLSESRKTSNVCIRFEVSPSYVKGGPLRDYQIRGLNWLISLYENGVNGILADEMGLGKTLQTIALLGYLKHYRNIPGPHMVLVPKSTLHNWMNEFKRWVPSLRVICFVGDKDARAAFIRDEMMPGEWDVCVTSYEMVIKEKSVF.... Result: 1 (interaction). (6) The miRNA is hsa-miR-3689d with sequence GGGAGGUGUGAUCUCACACUCG. The protein sequence of the target gene is MAAVAATAAAKGNGGGGGRAGAGDASGTRKKKGPGPLATAYLVIYNVVMTAGWLVIAVGLVRAYLAKGSYHSLYYSIEKPLKFFQTGALLEILHCAIGIVPSSVVLTSFQVMSRVFLIWAVTHSVKEVQSEDSVLLFVIAWTITEIIRYSFYTFSLLNHLPYLIKWARYTLFIVLYPMGVSGELLTIYAALPFVRQAGLYSISLPNKYNFSFDYYAFLILIMISYIPIFPQLYFHMIHQRRKILSHTEEHKKFE. Result: 1 (interaction). (7) The miRNA is hsa-miR-2278 with sequence GAGAGCAGUGUGUGUUGCCUGG. The protein sequence of the target gene is MKVTGIFLLSALALLSLSGNTGADSLGREAKCYNELNGCTKIYDPVCGTDGNTYPNECVLCFENRKRQTSILIQKSGPC. Result: 0 (no interaction).